Dataset: Forward reaction prediction with 1.9M reactions from USPTO patents (1976-2016). Task: Predict the product of the given reaction. (1) Given the reactants C([N:4]1[C:12]2[C:7](=[CH:8][CH:9]=[CH:10][CH:11]=2)[C:6](=[C:13](Cl)[C:14]2[CH:19]=[CH:18][CH:17]=[CH:16][CH:15]=2)[C:5]1=[O:21])(=O)C.Cl.[CH3:23][O:24][CH2:25][C:26]1[CH:27]=[C:28]([CH:30]=[CH:31][CH:32]=1)[NH2:29].[OH-].[Na+], predict the reaction product. The product is: [CH3:23][O:24][CH2:25][C:26]1[CH:27]=[C:28]([NH:29]/[C:13](=[C:6]2\[C:5](=[O:21])[NH:4][C:12]3[C:7]\2=[CH:8][CH:9]=[CH:10][CH:11]=3)/[C:14]2[CH:15]=[CH:16][CH:17]=[CH:18][CH:19]=2)[CH:30]=[CH:31][CH:32]=1. (2) Given the reactants [CH3:1][N:2]([CH2:7][C:8]1[N:9]=[C:10]2[CH:15]=[CH:14][CH:13]=[CH:12][N:11]2[C:16]=1[C:17]#[C:18][C:19]1[CH:24]=[CH:23][CH:22]=[C:21]([C:25]([F:28])([F:27])[F:26])[CH:20]=1)[CH2:3][C:4]([O-:6])=[O:5].CO.[OH-].[Na+].C(O)(=O)C, predict the reaction product. The product is: [CH3:1][N:2]([CH2:7][C:8]1[N:9]=[C:10]2[CH:15]=[CH:14][CH:13]=[CH:12][N:11]2[C:16]=1[C:17]#[C:18][C:19]1[CH:24]=[CH:23][CH:22]=[C:21]([C:25]([F:26])([F:27])[F:28])[CH:20]=1)[CH2:3][C:4]([OH:6])=[O:5].